This data is from Catalyst prediction with 721,799 reactions and 888 catalyst types from USPTO. The task is: Predict which catalyst facilitates the given reaction. (1) Reactant: [O:1]1[CH2:5][CH2:4][CH:3](/[CH:6]=[CH:7]/[CH:8]=[O:9])[CH2:2]1. Product: [O:1]1[CH2:5][CH2:4][CH:3]([CH2:6][CH2:7][CH:8]=[O:9])[CH2:2]1. The catalyst class is: 99. (2) Reactant: [BH4-].[Na+].[Cl:3][C:4]1[CH:9]=[CH:8][C:7]([C:10]2[CH:28]=[C:13]3[CH:14]=[C:15]([C:18]4[CH:26]=[C:25]5[C:21]([CH2:22][CH2:23][C:24]5=[O:27])=[CH:20][CH:19]=4)[CH:16]=[CH:17][N:12]3[N:11]=2)=[CH:6][CH:5]=1.CO.[Cl-].[NH4+]. Product: [Cl:3][C:4]1[CH:9]=[CH:8][C:7]([C:10]2[CH:28]=[C:13]3[CH:14]=[C:15]([C:18]4[CH:26]=[C:25]5[C:21]([CH2:22][CH2:23][CH:24]5[OH:27])=[CH:20][CH:19]=4)[CH:16]=[CH:17][N:12]3[N:11]=2)=[CH:6][CH:5]=1. The catalyst class is: 355.